Predict the product of the given reaction. From a dataset of Forward reaction prediction with 1.9M reactions from USPTO patents (1976-2016). Given the reactants [Cl:1][C:2]1[CH:7]=[C:6](Cl)[C:5]([NH:9][C:10]([C:12]2[N:13]([C:21]3[C:26]([Cl:27])=[CH:25][CH:24]=[CH:23][N:22]=3)[N:14]=[C:15]([C:17]([F:20])([F:19])[F:18])[CH:16]=2)=[O:11])=[C:4]([C:28](=[O:37])[N:29]=[S:30]([CH:34]([CH3:36])[CH3:35])[CH:31]([CH3:33])[CH3:32])[CH:3]=1.Br[C:39]1C=C(Br)C(NC(C2N(C3C(Cl)=CC=CN=3)N=C(C(F)(F)F)C=2)=O)=C(C(=O)N=S(CC)CC)C=1, predict the reaction product. The product is: [Cl:1][C:2]1[CH:7]=[C:6]([CH3:39])[C:5]([NH:9][C:10]([C:12]2[N:13]([C:21]3[C:26]([Cl:27])=[CH:25][CH:24]=[CH:23][N:22]=3)[N:14]=[C:15]([C:17]([F:20])([F:18])[F:19])[CH:16]=2)=[O:11])=[C:4]([C:28](=[O:37])[N:29]=[S:30]([CH:31]([CH3:33])[CH3:32])[CH:34]([CH3:36])[CH3:35])[CH:3]=1.